From a dataset of Forward reaction prediction with 1.9M reactions from USPTO patents (1976-2016). Predict the product of the given reaction. (1) Given the reactants [NH:1]([C:3]1[N:8]([CH2:9][CH:10]([CH3:12])[CH3:11])[C:7](=[O:13])[N:6]([CH3:14])[C:5](=[O:15])[CH:4]=1)[NH2:2].[S:16]1[C:20]2[CH:21]=[CH:22][CH:23]=[CH:24][C:19]=2[C:18]([CH:25]=O)=[CH:17]1.[CH:27]([C:29]1[N:30]=[C:31]([NH:35][C:36](=[O:42])[O:37][C:38]([CH3:41])([CH3:40])[CH3:39])[S:32][C:33]=1[CH3:34])=O, predict the reaction product. The product is: [S:16]1[C:20]2[CH:21]=[CH:22][CH:23]=[CH:24][C:19]=2[C:18]([CH2:25][N:2]2[C:27]([C:29]3[N:30]=[C:31]([NH:35][C:36](=[O:42])[O:37][C:38]([CH3:40])([CH3:39])[CH3:41])[S:32][C:33]=3[CH3:34])=[C:4]3[C:3]([N:8]([CH2:9][CH:10]([CH3:11])[CH3:12])[C:7](=[O:13])[N:6]([CH3:14])[C:5]3=[O:15])=[N:1]2)=[CH:17]1. (2) Given the reactants [CH3:1][N:2]1[CH:6]=[C:5]([C:7]2[CH:12]=[C:11]([O:13][C:14]3[CH:15]=[N:16][C:17]([N+:20]([O-])=O)=[CH:18][CH:19]=3)[CH:10]=[CH:9][N:8]=2)[N:4]=[CH:3]1, predict the reaction product. The product is: [CH3:1][N:2]1[CH:6]=[C:5]([C:7]2[CH:12]=[C:11]([O:13][C:14]3[CH:19]=[CH:18][C:17]([NH2:20])=[N:16][CH:15]=3)[CH:10]=[CH:9][N:8]=2)[N:4]=[CH:3]1. (3) Given the reactants C([O-])(=O)C([O-])=O.[CH2:7]1[C:10]2([CH2:13][N:12]([C:14]([O:16][C:17]([CH3:20])([CH3:19])[CH3:18])=[O:15])[CH2:11]2)[CH2:9][NH2+:8]1.[C:17]([O:16][C:14]([N:12]1[CH2:13][C:10]2([CH2:9][NH2+:8][CH2:7]2)[CH2:11]1)=[O:15])([CH3:20])([CH3:19])[CH3:18].C(=O)(O)O.[K].[K].Br[C:42]1[S:43][CH:44]=[C:45]([C:47]2[CH2:51][CH:50]([C:52]3[C:57]([F:58])=[CH:56][CH:55]=[CH:54][C:53]=3[F:59])[O:49][N:48]=2)[N:46]=1, predict the reaction product. The product is: [F:58][C:57]1[CH:56]=[CH:55][CH:54]=[C:53]([F:59])[C:52]=1[CH:50]1[O:49][N:48]=[C:47]([C:45]2[N:46]=[C:42]([N:8]3[CH2:9][C:10]4([CH2:13][N:12]([C:14]([O:16][C:17]([CH3:20])([CH3:19])[CH3:18])=[O:15])[CH2:11]4)[CH2:7]3)[S:43][CH:44]=2)[CH2:51]1. (4) Given the reactants C(NCC)C.[P:6]([O:14]CC)([O:11][CH2:12][CH3:13])([O:8][CH2:9][CH3:10])=[O:7].P([O-])(OCC)(OCC)=O.COC(=O)[O-].[CH3:31][NH+:32]1[CH2:36][CH:35]([CH3:37])[N:34]([CH3:38])[CH:33]1[CH3:39], predict the reaction product. The product is: [CH2:9]([O:8][P:6]([O-:14])([O:11][CH2:12][CH3:13])=[O:7])[CH3:10].[CH3:31][NH+:32]1[CH2:36][CH:35]([CH3:37])[N:34]([CH3:38])[CH:33]1[CH3:39]. (5) Given the reactants [CH3:1][N:2]1[C:6]([NH:7][C:8]([C:21]2[CH:26]=[CH:25][CH:24]=[CH:23][CH:22]=2)([C:15]2[CH:20]=[CH:19][CH:18]=[CH:17][CH:16]=2)[C:9]2[CH:14]=[CH:13][CH:12]=[CH:11][CH:10]=2)=[C:5]([NH:27][CH:28]=[O:29])[CH:4]=[N:3]1.[H-].[Na+].Br[CH2:33][CH2:34][CH2:35][NH:36][C:37]([C:50]1[CH:55]=[CH:54][CH:53]=[CH:52][CH:51]=1)([C:44]1[CH:49]=[CH:48][CH:47]=[CH:46][CH:45]=1)[C:38]1[CH:43]=[CH:42][CH:41]=[CH:40][CH:39]=1.[I-].[Na+], predict the reaction product. The product is: [CH3:1][N:2]1[C:6]([NH:7][C:8]([C:15]2[CH:20]=[CH:19][CH:18]=[CH:17][CH:16]=2)([C:21]2[CH:22]=[CH:23][CH:24]=[CH:25][CH:26]=2)[C:9]2[CH:10]=[CH:11][CH:12]=[CH:13][CH:14]=2)=[C:5]([N:27]([CH2:33][CH2:34][CH2:35][NH:36][C:37]([C:50]2[CH:55]=[CH:54][CH:53]=[CH:52][CH:51]=2)([C:38]2[CH:39]=[CH:40][CH:41]=[CH:42][CH:43]=2)[C:44]2[CH:49]=[CH:48][CH:47]=[CH:46][CH:45]=2)[CH:28]=[O:29])[CH:4]=[N:3]1. (6) The product is: [CH2:1]([N:8]1[CH2:9][CH2:10][N:11]([C:14]2[N:19]=[C:18]([NH:20][C:21]3[CH:22]=[CH:23][C:24]([CH3:31])=[C:25]([NH:27][CH2:28][CH3:29])[CH:26]=3)[CH:17]=[C:16]([N:32]([CH3:34])[CH3:33])[N:15]=2)[CH2:12][CH2:13]1)[C:2]1[CH:7]=[CH:6][CH:5]=[CH:4][CH:3]=1. Given the reactants [CH2:1]([N:8]1[CH2:13][CH2:12][N:11]([C:14]2[N:19]=[C:18]([NH:20][C:21]3[CH:22]=[CH:23][C:24]([CH3:31])=[C:25]([NH:27][C:28](=O)[CH3:29])[CH:26]=3)[CH:17]=[C:16]([N:32]([CH3:34])[CH3:33])[N:15]=2)[CH2:10][CH2:9]1)[C:2]1[CH:7]=[CH:6][CH:5]=[CH:4][CH:3]=1.[H-].[Al+3].[Li+].[H-].[H-].[H-], predict the reaction product. (7) Given the reactants [CH2:1]([O:3][C:4](=[O:17])[C:5]1[C:10]([OH:11])=[CH:9][C:8]([OH:12])=[N:7][C:6]=1[C:13]([F:16])([F:15])[F:14])[CH3:2].[N+:18]([O-])([OH:20])=[O:19], predict the reaction product. The product is: [CH2:1]([O:3][C:4](=[O:17])[C:5]1[C:10]([OH:11])=[C:9]([N+:18]([O-:20])=[O:19])[C:8]([OH:12])=[N:7][C:6]=1[C:13]([F:14])([F:15])[F:16])[CH3:2]. (8) Given the reactants [CH2:1]([O:3][C:4]1[CH:5]=[C:6]([CH:10]=[CH:11][C:12]=1[O:13][CH2:14][CH3:15])[C:7]([OH:9])=O)[CH3:2].CCN=C=NCCCN(C)C.C1C=CC2N(O)N=NC=2C=1.O[NH:38]/[C:39](=[N:56]\[H])/[C:40]1[CH:41]=[CH:42][CH:43]=[C:44]2[C:48]=1[NH:47][CH:46]=[C:45]2[CH2:49][CH2:50][C:51]([O:53][CH2:54][CH3:55])=[O:52].CCCC[N+](CCCC)(CCCC)CCCC.[F-], predict the reaction product. The product is: [CH2:1]([O:3][C:4]1[CH:5]=[C:6]([C:7]2[O:9][N:56]=[C:39]([C:40]3[CH:41]=[CH:42][CH:43]=[C:44]4[C:48]=3[NH:47][CH:46]=[C:45]4[CH2:49][CH2:50][C:51]([O:53][CH2:54][CH3:55])=[O:52])[N:38]=2)[CH:10]=[CH:11][C:12]=1[O:13][CH2:14][CH3:15])[CH3:2].